From a dataset of Full USPTO retrosynthesis dataset with 1.9M reactions from patents (1976-2016). Predict the reactants needed to synthesize the given product. (1) Given the product [OH:1][CH:2]1[CH:7]2[CH2:8][CH2:9][CH2:10][CH:3]1[CH2:4][CH:5]([C:11]([O:13][CH3:14])=[O:12])[CH2:6]2, predict the reactants needed to synthesize it. The reactants are: [O:1]=[C:2]1[CH:7]2[CH2:8][CH2:9][CH2:10][CH:3]1[CH2:4][CH:5]([C:11]([O:13][CH3:14])=[O:12])[CH2:6]2.[BH4-].[Na+]. (2) Given the product [Br:2][C:3]1[CH:4]=[C:5]2[C:9](=[CH:10][CH:11]=1)[CH2:8][N:7]([CH:15]([CH3:17])[CH3:16])[CH2:6]2, predict the reactants needed to synthesize it. The reactants are: Cl.[Br:2][C:3]1[CH:4]=[C:5]2[C:9](=[CH:10][CH:11]=1)[CH2:8][NH:7][CH2:6]2.[H-].[Na+].I[CH:15]([CH3:17])[CH3:16]. (3) Given the product [CH3:1][O:2][C:3](=[O:11])[C:4]1[CH:9]=[CH:8][CH:7]=[N:6][C:5]=1[O:26][C:22]1[CH:23]=[CH:24][CH:25]=[C:20]([S:19][CH3:18])[CH:21]=1, predict the reactants needed to synthesize it. The reactants are: [CH3:1][O:2][C:3](=[O:11])[C:4]1[CH:9]=[CH:8][CH:7]=[N:6][C:5]=1Cl.C(=O)([O-])[O-].[Cs+].[Cs+].[CH3:18][S:19][C:20]1[CH:21]=[C:22]([OH:26])[CH:23]=[CH:24][CH:25]=1. (4) Given the product [C:1]([C:5]1[CH:10]=[CH:9][C:8]([C:11]2[N:12]([C:32]([N:44]3[CH2:43][CH2:42][N:41]4[CH2:45][CH2:46][CH2:47][CH2:48][CH:40]4[CH2:39]3)=[O:33])[C@@:13]([C:25]3[CH:26]=[CH:27][C:28]([Cl:31])=[CH:29][CH:30]=3)([CH3:24])[C@@:14]([C:17]3[CH:22]=[CH:21][C:20]([Cl:23])=[CH:19][CH:18]=3)([CH3:16])[N:15]=2)=[C:7]([O:35][CH:36]([CH3:38])[CH3:37])[CH:6]=1)([CH3:2])([CH3:3])[CH3:4], predict the reactants needed to synthesize it. The reactants are: [C:1]([C:5]1[CH:10]=[CH:9][C:8]([C:11]2[N:12]([C:32](Cl)=[O:33])[C:13]([C:25]3[CH:30]=[CH:29][C:28]([Cl:31])=[CH:27][CH:26]=3)([CH3:24])[C:14]([C:17]3[CH:22]=[CH:21][C:20]([Cl:23])=[CH:19][CH:18]=3)([CH3:16])[N:15]=2)=[C:7]([O:35][CH:36]([CH3:38])[CH3:37])[CH:6]=1)([CH3:4])([CH3:3])[CH3:2].[CH2:39]1[NH:44][CH2:43][CH2:42][N:41]2[CH2:45][CH2:46][CH2:47][CH2:48][CH:40]12. (5) Given the product [CH3:1][N:2]([CH3:27])[C:3]1[CH:4]=[CH:5][C:6]([C:11]2[S:12][C:13]3[CH:19]([O:20][CH2:21][O:22][CH2:23][CH2:24][O:25][CH3:26])[CH2:18][CH2:17][CH2:16][C:14]=3[N:15]=2)=[C:7]([CH:8]=1)[CH:9]=[O:10], predict the reactants needed to synthesize it. The reactants are: [CH3:1][N:2]([CH3:27])[C:3]1[CH:4]=[CH:5][C:6]([C:11]2[S:12][C:13]3[CH:19]([O:20][CH2:21][O:22][CH2:23][CH2:24][O:25][CH3:26])[CH2:18][CH2:17][CH2:16][C:14]=3[N:15]=2)=[C:7]([CH2:9][OH:10])[CH:8]=1.CC(OI1(OC(C)=O)(OC(C)=O)OC(=O)C2C=CC=CC1=2)=O. (6) Given the product [NH2:20][C:14]1[CH:15]=[C:16]2[C:11](=[CH:12][CH:13]=1)[N:10]=[C:9]([C:5]1[CH:6]=[C:7]([CH3:8])[C:2]([OH:1])=[C:3]([CH3:23])[CH:4]=1)[NH:18][C:17]2=[O:19], predict the reactants needed to synthesize it. The reactants are: [OH:1][C:2]1[C:7]([CH3:8])=[CH:6][C:5]([C:9]2[NH:18][C:17](=[O:19])[C:16]3[C:11](=[CH:12][CH:13]=[C:14]([N+:20]([O-])=O)[CH:15]=3)[N:10]=2)=[CH:4][C:3]=1[CH3:23].